From a dataset of Peptide-MHC class I binding affinity with 185,985 pairs from IEDB/IMGT. Regression. Given a peptide amino acid sequence and an MHC pseudo amino acid sequence, predict their binding affinity value. This is MHC class I binding data. (1) The peptide sequence is KTTYWWDGL. The MHC is Mamu-A01 with pseudo-sequence Mamu-A01. The binding affinity (normalized) is 0.544. (2) The peptide sequence is KLIDVEMTR. The MHC is HLA-A32:01 with pseudo-sequence HLA-A32:01. The binding affinity (normalized) is 0.223. (3) The peptide sequence is RWRRRWQQLLA. The MHC is HLA-B27:05 with pseudo-sequence HLA-B27:05. The binding affinity (normalized) is 0.589. (4) The peptide sequence is RTIDAINKCV. The MHC is HLA-A68:02 with pseudo-sequence HLA-A68:02. The binding affinity (normalized) is 0.476. (5) The peptide sequence is MALMKLAAL. The MHC is Patr-A0901 with pseudo-sequence Patr-A0901. The binding affinity (normalized) is 0.187. (6) The peptide sequence is KCLNIMLGK. The MHC is HLA-A03:01 with pseudo-sequence HLA-A03:01. The binding affinity (normalized) is 0.541. (7) The MHC is HLA-B18:01 with pseudo-sequence HLA-B18:01. The peptide sequence is IVTDFSVIK. The binding affinity (normalized) is 0.